This data is from Forward reaction prediction with 1.9M reactions from USPTO patents (1976-2016). The task is: Predict the product of the given reaction. (1) Given the reactants [Si:1]([O:8][C@H:9](C1C=CC(O)=C2C=1C=CC(=O)N2)[CH2:10][NH:11][CH2:12][CH2:13][CH2:14][C:15]#[C:16][C:17]1[CH:22]=[CH:21][C:20]([NH:23][C:24]([C:26]2[CH:27]=[C:28]([S:32]([C:35]3[CH:36]=[C:37]4[C:42](=[C:43]([CH3:45])[CH:44]=3)[N:41]=[CH:40][C:39]([C:46]([NH2:48])=[O:47])=[C:38]4[NH:49][C:50]3[CH:55]=[CH:54][CH:53]=[C:52]([O:56][CH3:57])[CH:51]=3)(=[O:34])=[O:33])[CH:29]=[CH:30][CH:31]=2)=[O:25])=[CH:19][CH:18]=1)([C:4]([CH3:7])([CH3:6])[CH3:5])([CH3:3])[CH3:2].NC[C@@H]([C:81]1[C:86]2[O:87][CH2:88][C:89](=[O:91])[NH:90][C:85]=2[CH:84]=[C:83]([OH:92])[CH:82]=1)O[Si](C(C)(C)C)(C)C, predict the reaction product. The product is: [Si:1]([O:8][C@H:9]([C:81]1[C:86]2[O:87][CH2:88][C:89](=[O:91])[NH:90][C:85]=2[CH:84]=[C:83]([OH:92])[CH:82]=1)[CH2:10][NH:11][CH2:12][CH2:13][CH2:14][C:15]#[C:16][C:17]1[CH:18]=[CH:19][C:20]([NH:23][C:24]([C:26]2[CH:27]=[C:28]([S:32]([C:35]3[CH:36]=[C:37]4[C:42](=[C:43]([CH3:45])[CH:44]=3)[N:41]=[CH:40][C:39]([C:46]([NH2:48])=[O:47])=[C:38]4[NH:49][C:50]3[CH:55]=[CH:54][CH:53]=[C:52]([O:56][CH3:57])[CH:51]=3)(=[O:34])=[O:33])[CH:29]=[CH:30][CH:31]=2)=[O:25])=[CH:21][CH:22]=1)([C:4]([CH3:5])([CH3:7])[CH3:6])([CH3:3])[CH3:2]. (2) Given the reactants [F:1][C:2]([F:8])([F:7])[CH2:3][C:4](O)=O.C(N(CC)CC)C.C1(P(C2C=CC=CC=2)C2C=CC=CC=2)C=CC=CC=1.[Br:35][C:36]1[N:41]=[CH:40][C:39]([NH2:42])=[C:38]([NH:43][CH:44]([CH3:46])[CH3:45])[CH:37]=1, predict the reaction product. The product is: [Br:35][C:36]1[N:41]=[CH:40][C:39]2[N:42]=[C:4]([CH2:3][C:2]([F:8])([F:7])[F:1])[N:43]([CH:44]([CH3:46])[CH3:45])[C:38]=2[CH:37]=1.